Dataset: NCI-60 drug combinations with 297,098 pairs across 59 cell lines. Task: Regression. Given two drug SMILES strings and cell line genomic features, predict the synergy score measuring deviation from expected non-interaction effect. (1) Drug 1: C1CC(C1)(C(=O)O)C(=O)O.[NH2-].[NH2-].[Pt+2]. Drug 2: C#CCC(CC1=CN=C2C(=N1)C(=NC(=N2)N)N)C3=CC=C(C=C3)C(=O)NC(CCC(=O)O)C(=O)O. Cell line: HCT116. Synergy scores: CSS=72.5, Synergy_ZIP=20.9, Synergy_Bliss=0.942, Synergy_Loewe=75.4, Synergy_HSA=1.19. (2) Drug 1: CC1=C(C=C(C=C1)NC2=NC=CC(=N2)N(C)C3=CC4=NN(C(=C4C=C3)C)C)S(=O)(=O)N.Cl. Drug 2: CC1CCC2CC(C(=CC=CC=CC(CC(C(=O)C(C(C(=CC(C(=O)CC(OC(=O)C3CCCCN3C(=O)C(=O)C1(O2)O)C(C)CC4CCC(C(C4)OC)OCCO)C)C)O)OC)C)C)C)OC. Cell line: IGROV1. Synergy scores: CSS=23.0, Synergy_ZIP=1.80, Synergy_Bliss=1.61, Synergy_Loewe=-16.2, Synergy_HSA=1.96. (3) Drug 1: CCCS(=O)(=O)NC1=C(C(=C(C=C1)F)C(=O)C2=CNC3=C2C=C(C=N3)C4=CC=C(C=C4)Cl)F. Drug 2: CC(C1=C(C=CC(=C1Cl)F)Cl)OC2=C(N=CC(=C2)C3=CN(N=C3)C4CCNCC4)N. Cell line: RXF 393. Synergy scores: CSS=3.35, Synergy_ZIP=-3.01, Synergy_Bliss=-0.952, Synergy_Loewe=-1.80, Synergy_HSA=-0.100. (4) Drug 1: CC1OCC2C(O1)C(C(C(O2)OC3C4COC(=O)C4C(C5=CC6=C(C=C35)OCO6)C7=CC(=C(C(=C7)OC)O)OC)O)O. Drug 2: C1CNP(=O)(OC1)N(CCCl)CCCl. Cell line: MCF7. Synergy scores: CSS=28.1, Synergy_ZIP=-6.50, Synergy_Bliss=0.177, Synergy_Loewe=-26.2, Synergy_HSA=-0.690.